Dataset: Reaction yield outcomes from USPTO patents with 853,638 reactions. Task: Predict the reaction yield, written as a fraction of the theoretical maximum amount of product (1.0 means a 100% yield; for example, 0.34 means a 34% yield). (1) The reactants are [F:1][C:2]1[C:7]([NH:8][C:9](=O)[C:10]2[CH:15]=[C:14]([O:16][CH3:17])[CH:13]=[C:12]([C:18]3[CH:23]=[CH:22][CH:21]=[C:20]([F:24])[CH:19]=3)[CH:11]=2)=[C:6]([CH3:26])[C:5]([OH:27])=[CH:4][CH:3]=1. The catalyst is C1COCC1. The product is [F:1][C:2]1[CH:3]=[CH:4][C:5]([OH:27])=[C:6]([CH3:26])[C:7]=1[NH:8][CH2:9][C:10]1[CH:15]=[C:14]([O:16][CH3:17])[CH:13]=[C:12]([C:18]2[CH:23]=[CH:22][CH:21]=[C:20]([F:24])[CH:19]=2)[CH:11]=1. The yield is 0.810. (2) The reactants are Cl[C:2]1[CH:3]=[N:4][CH:5]=[C:6]([Cl:17])[C:7]=1[N:8]1[CH2:13][CH2:12][CH:11]([C:14]([NH2:16])=[O:15])[CH2:10][CH2:9]1.[CH3:18][N:19]1[CH:23]=[C:22](B2OC(C)(C)C(C)(C)O2)[CH:21]=[N:20]1.C(=O)([O-])[O-].[Na+].[Na+]. The catalyst is C1C=CC([P]([Pd]([P](C2C=CC=CC=2)(C2C=CC=CC=2)C2C=CC=CC=2)([P](C2C=CC=CC=2)(C2C=CC=CC=2)C2C=CC=CC=2)[P](C2C=CC=CC=2)(C2C=CC=CC=2)C2C=CC=CC=2)(C2C=CC=CC=2)C2C=CC=CC=2)=CC=1.C(#N)C. The product is [Cl:17][C:6]1[CH:5]=[N:4][CH:3]=[C:2]([C:22]2[CH:21]=[N:20][N:19]([CH3:18])[CH:23]=2)[C:7]=1[N:8]1[CH2:13][CH2:12][CH:11]([C:14]([NH2:16])=[O:15])[CH2:10][CH2:9]1. The yield is 0.290.